From a dataset of NCI-60 drug combinations with 297,098 pairs across 59 cell lines. Regression. Given two drug SMILES strings and cell line genomic features, predict the synergy score measuring deviation from expected non-interaction effect. Cell line: IGROV1. Drug 2: C1=NC2=C(N1)C(=S)N=CN2. Drug 1: CS(=O)(=O)C1=CC(=C(C=C1)C(=O)NC2=CC(=C(C=C2)Cl)C3=CC=CC=N3)Cl. Synergy scores: CSS=-1.69, Synergy_ZIP=-1.16, Synergy_Bliss=-5.68, Synergy_Loewe=-8.51, Synergy_HSA=-7.02.